This data is from Full USPTO retrosynthesis dataset with 1.9M reactions from patents (1976-2016). The task is: Predict the reactants needed to synthesize the given product. Given the product [CH2:1]([O:3][C:4](=[O:18])[CH:5]([O:15][CH2:16][CH3:17])[CH2:6][C:7]1[CH:12]=[CH:11][C:10]([O:13][CH:25]([C:24]2[S:23][C:22]([C:28]3[CH:29]=[CH:30][C:31]([C:34]([F:36])([F:37])[F:35])=[CH:32][CH:33]=3)=[N:21][C:20]=2[CH3:19])[CH3:26])=[CH:9][C:8]=1[CH3:14])[CH3:2], predict the reactants needed to synthesize it. The reactants are: [CH2:1]([O:3][C:4](=[O:18])[CH:5]([O:15][CH2:16][CH3:17])[CH2:6][C:7]1[CH:12]=[CH:11][C:10]([OH:13])=[CH:9][C:8]=1[CH3:14])[CH3:2].[CH3:19][C:20]1[N:21]=[C:22]([C:28]2[CH:33]=[CH:32][C:31]([C:34]([F:37])([F:36])[F:35])=[CH:30][CH:29]=2)[S:23][C:24]=1[CH:25](O)[CH3:26].C(P(CCCC)CCCC)CCC.CN(C)C(N=NC(N(C)C)=O)=O.